This data is from Buchwald-Hartwig C-N cross coupling reaction yields with 55,370 reactions. The task is: Predict the reaction yield, written as a fraction of the theoretical maximum amount of product (1.0 means a 100% yield; for example, 0.34 means a 34% yield). (1) The reactants are FC(F)(F)c1ccc(Br)cc1.Cc1ccc(N)cc1.O=S(=O)(O[Pd]1c2ccccc2-c2ccccc2N~1)C(F)(F)F.CC(C)c1cc(C(C)C)c(-c2ccccc2P(C(C)(C)C)C(C)(C)C)c(C(C)C)c1.CN(C)C(=NC(C)(C)C)N(C)C.c1ccc(-c2ccno2)cc1. No catalyst specified. The product is Cc1ccc(Nc2ccc(C(F)(F)F)cc2)cc1. The yield is 0.413. (2) The reactants are FC(F)(F)c1ccc(Br)cc1.Cc1ccc(N)cc1.O=S(=O)(O[Pd]1c2ccccc2-c2ccccc2N~1)C(F)(F)F.CC(C)c1cc(C(C)C)c(-c2ccccc2P(C2CCCCC2)C2CCCCC2)c(C(C)C)c1.CN1CCCN2CCCN=C12.Cc1ccno1. No catalyst specified. The product is Cc1ccc(Nc2ccc(C(F)(F)F)cc2)cc1. The yield is 0.226.